This data is from Forward reaction prediction with 1.9M reactions from USPTO patents (1976-2016). The task is: Predict the product of the given reaction. (1) The product is: [C:43]([O:42][CH2:41][CH2:40][CH2:39][C@H:33]1[CH2:34][C@@H:35]([CH3:38])[C:36](=[CH2:37])[C@@H:31]([CH2:30][C@H:15]2[C@H:16]([CH2:20][S:21]([C:24]3[CH:29]=[CH:28][CH:27]=[CH:26][CH:25]=3)(=[O:23])=[O:22])[C@@H:17]([O:18][CH3:19])[C@@H:13]([CH2:12][C@H:11]([OH:49])[CH2:10][OH:9])[O:14]2)[O:32]1)(=[O:48])[C:44]([CH3:46])([CH3:47])[CH3:45]. Given the reactants C([O:9][CH2:10][C@@H:11]([O:49]C(=O)C1C=CC=CC=1)[CH2:12][C@@H:13]1[C@H:17]([O:18][CH3:19])[C@@H:16]([CH2:20][S:21]([C:24]2[CH:29]=[CH:28][CH:27]=[CH:26][CH:25]=2)(=[O:23])=[O:22])[C@H:15]([CH2:30][C@@H:31]2[C:36](=[CH2:37])[C@H:35]([CH3:38])[CH2:34][C@H:33]([CH2:39][CH2:40][CH2:41][O:42][C:43](=[O:48])[C:44]([CH3:47])([CH3:46])[CH3:45])[O:32]2)[O:14]1)(=O)C1C=CC=CC=1, predict the reaction product. (2) Given the reactants [OH:1][C:2]1[C:3](=[O:13])[C:4]2[C:9]([C:10](=[O:12])[CH:11]=1)=[CH:8][CH:7]=[CH:6][CH:5]=2, predict the reaction product. The product is: [OH:1][CH2:2][CH2:11][CH2:10][CH2:9][CH2:8][CH2:7][O:12][C:10]1[C:9]2[C:4](=[CH:5][CH:6]=[CH:7][CH:8]=2)[C:3](=[O:13])[C:2](=[O:1])[CH:11]=1.